Task: Regression. Given a target protein amino acid sequence and a drug SMILES string, predict the binding affinity score between them. We predict pIC50 (pIC50 = -log10(IC50 in M); higher means more potent). Dataset: bindingdb_ic50.. Dataset: Drug-target binding data from BindingDB using IC50 measurements (1) The compound is COc1cc(C(F)(F)F)cc(SC)c1C(=O)N[C@@H]1COCC[C@H]1N1CCC2CC21. The target protein (Q28039) has sequence MAAAQGPVAPSSLEQNGAVPSEATKKDQNLKRGNWGNQIEFVLTSVGYAVGLGNVWRFPYLCYRNGGGAFMFPYFIMLIFCGIPLFFMELSFGQFASQGCLGVWRISPMFKGVGYGMMVVSTYIGIYYNVVICIAFYYFFSSMTPVLPWTYCNNPWNTPDCMSVLDNPNITNGSQPPALPGNVSQALNQTLKRTSPSEEYWRLYVLKLSDDIGNFGEVRLPLLGCLGVSWVVVFLCLIRGVKSSGKVVYFTATFPYVVLTILFIRGVTLEGAFTGIMYYLTPQWDKILEAKVWGDAASQIFYSLGCAWGGLVTMASYNKFHNNCYRDSVIISITNCATSVYAGFVIFSILGFMANHLGVDVSRVADHGPGLAFVAYPEALTLLPISPLWSLLFFFMLILLGLGTQFCLLETLVTAIVDEVGNEWILQKKTYVTLGVAVAGFLLGIPLTSQAGIYWLLLMDNYAASFSLVIISCIMCVSIMYIYGHQNYFQDIQMMLGFPP.... The pIC50 is 7.6. (2) The drug is Clc1ccc(COC(Cn2ccnc2)c2ccc(Cl)cc2Cl)cc1. The target protein (P40925) has sequence MSEPIRVLVTGAAGQIAYSLLYSIGNGSVFGKDQPIILVLLDITPMMGVLDGVLMELQDCALPLLKDVIATDKEDVAFKDLDVAILVGSMPRREGMERKDLLKANVKIFKSQGAALDKYAKKSVKVIVVGNPANTNCLTASKSAPSIPKENFSCLTRLDHNRAKAQIALKLGVTANDVKNVIIWGNHSSTQYPDVNHAKVKLQGKEVGVYEALKDDSWLKGEFVTTVQQRGAAVIKARKLSSAMSAAKAICDHVRDIWFGTPEGEFVSMGVISDGNSYGVPDDLLYSFPVVIKNKTWKFVEGLPINDFSREKMDLTAKELTEEKESAFEFLSSA. The pIC50 is 4.6. (3) The pIC50 is 6.0. The compound is COc1ccc(C2CC2S(=O)(=O)Nc2ccc(F)c(Nc3ncccc3-c3ncnc4[nH]cnc34)c2F)cc1. The target is CKENALLRYLLDKDD. (4) The small molecule is O=C(O)C1CCCNC1. The target protein (P31646) has sequence MDNRVSGTTSNGETKPVCPVMEKVEEDGTLEREQWTNKMEFVLSVAGEIIGLGNVWRFPYLCYKNGGGAFFIPYLIFLFTCGIPVFFLETALGQYTNQGGITAWRKICPIFEGIGYASQMIVSLLNVYYIVVLAWALFYLFSSFTTDLPWGSCSHEWNTENCVEFQKTNNSLNVTSENATSPVIEFWERRVLKISDGIQHLGSLRWELVLCLLLAWIICYFCIWKGVKSTGKVVYFTATFPYLMLVVLLIRGVTLPGAAQGIQFYLYPNITRLWDPQVWMDAGTQIFFSFAICLGCLTALGSYNKYHNNCYRDCVALCILNSSTSFVAGFAIFSILGFMSQEQGVPISEVAESGPGLAFIAYPRAVVMLPFSPLWACCFFFMVVLLGLDSQFVCVESLVTALVDMYPRVFRKKNRREILILIVSVVSFFIGLIMLTEGGMYVFQLFDYYAASGMCLLFVAIFESLCVAWVYGASRFYDNIEDMIGYKPWPLIKYCWLFFT.... The pIC50 is 4.4. (5) The drug is CN1CCc2c(Cl)c(O)c(O)c(Sc3ccccc3)c2CC1. The target protein sequence is MGSAVAEQGVWQLLLVTFVSYALLPVRSLLAIGFGLVVAASHLLVTAALVPAKRPRLWRTLGANALLFFGVNMYGVFVRILTERSQRKAFLQARNCIEDRLRLEDENEKQERLLMSLLPRNVAMEMKEDFLKPPERIFHKIYIQRHDNVSILFADIVGFTGLASQCTAQELVKLLNELFGKFDELATENHCRRIKILGDCYYCVSGLTQPKTDHAHCCVEMGLDMIDTITSVAEATEVDLNMRVGLHTGRVLCGVLGLRKWQYDVWSNDVTLANVMEAAGLPGKVHITKTTLACLNGDYEVEPGHGHERNTFLRTHNIETFFIVPSHRRKIFPGLILSDIKPAKRMKFKTVCYLLVQLMHCRKMFKAEIPFSNVMTCEDDDKRRALRTASEKLRNRSSFSTNVVYTTPGTRVNRYISRLLEARQTELEMADLNFFTLKYKHVEREQKYHQLQDEYFTSAVVLALILATLFGLIYLLVIPQSVAVLLLLVFSICFLVACTL.... The pIC50 is 6.4. (6) The drug is CC1(C)c2cc(C3CCN(CC4CCOCC4)CC3)ccc2C(=O)c2c1[nH]c1cc(C#N)ccc21. The target protein (P00520) has sequence MLEICLKLVGCKSKKGLSSSSSCYLEEALQRPVASDFEPQGLSEAARWNSKENLLAGPSENDPNLFVALYDFVASGDNTLSITKGEKLRVLGYNHNGEWCEAQTKNGQGWVPSNYITPVNSLEKHSWYHGPVSRNAAEYLLSSGINGSFLVRESESSPGQRSISLRYEGRVYHYRINTASDGKLYVSSESRFNTLAELVHHHSTVADGLITTLHYPAPKRNKPTIYGVSPNYDKWEMERTDITMKHKLGGGQYGEVYEGVWKKYSLTVAVKTLKEDTMEVEEFLKEAAVMKEIKHPNLVQLLGVCTREPPFYIITEFMTYGNLLDYLRECNRQEVSAVVLLYMATQISSAMEYLEKKNFIHRDLAARNCLVGENHLVKVADFGLSRLMTGDTYTAHAGAKFPIKWTAPESLAYNKFSIKSDVWAFGVLLWEIATYGMSPYPGIDLSQVYELLEKDYRMERPEGCPEKVYELMRACWQWNPSDRPSFAEIHQAFETMFQES.... The pIC50 is 6.0. (7) The drug is NCCCn1cc(C2=C(c3c[nH]c4ccccc34)C(=O)NC2=O)c2ccccc21. The target protein sequence is MDGTAAEPRPGAGSLQHAQPPPQPRKKRPEDFKFGKILGEGSFSTVVLARELATSREYAIKILEKRHIIKENKVPYVTRERDVMSRLDHPFFVKLYFTFQDDEKLYFGLSYAKNGDLLKYIRKIGSFDETCTRFYTAEIVSALEYLHGKGIIHRDLKPENILLNEDMHIQITDFGTAKVLSPESKQARANSFVGTAQYVSPELLTEKSACKSSDLWALGCIIYQLVAGLPPFRAGNEYLIFQKIIKLEYDFPEKFFPKARDLVEKLLVLDATKRLGCEEMEGYGPLKAHPFFESVTWENLHQQTPPKLT. The pIC50 is 5.2. (8) The drug is C=CCN(CC1CCc2nc(N)nc(N)c2N1CC=C)c1ccc(C(=O)N[C@@H](CCC(=O)O)C(=O)O)cc1. The target protein (Q99707) has sequence MSPALQDLSQPEGLKKTLRDEINAILQKRIMVLDGGMGTMIQREKLNEEHFRGQEFKDHARPLKGNNDILSITQPDVIYQIHKEYLLAGADIIETNTFSSTSIAQADYGLEHLAYRMNMCSAGVARKAAEEVTLQTGIKRFVAGALGPTNKTLSVSPSVERPDYRNITFDELVEAYQEQAKGLLDGGVDILLIETIFDTANAKAALFALQNLFEEKYAPRPIFISGTIVDKSGRTLSGQTGEGFVISVSHGEPLCIGLNCALGAAEMRPFIEIIGKCTTAYVLCYPNAGLPNTFGDYDETPSMMAKHLKDFAMDGLVNIVGGCCGSTPDHIREIAEAVKNCKPRVPPATAFEGHMLLSGLEPFRIGPYTNFVNIGERCNVAGSRKFAKLIMAGNYEEALCVAKVQVEMGAQVLDVNMDDGMLDGPSAMTRFCNLIASEPDIAKVPLCIDSSNFAVIEAGLKCCQGKCIVNSISLKEGEDDFLEKARKIKKYGAAMVVMAF.... The pIC50 is 4.8. (9) The compound is C=CC(=O)NCCCCCC(=O)N[C@@H]1[C@@H](O)C[C@](SCCCCCCCCCCCC)(C(=O)O)O[C@H]1[C@H](O)[C@H](O)CO. The target protein (P03452) has sequence MKANLLVLLCALAAADADTICIGYHANNSTDTVDTVLEKNVTVTHSVNLLEDSHNGKLCRLKGIAPLQLGKCNIAGWLLGNPECDPLLPVRSWSYIVETPNSENGICYPGDFIDYEELREQLSSVSSFERFEIFPKESSWPNHNTNGVTAACSHEGKSSFYRNLLWLTEKEGSYPKLKNSYVNKKGKEVLVLWGIHHPPNSKEQQNLYQNENAYVSVVTSNYNRRFTPEIAERPKVRDQAGRMNYYWTLLKPGDTIIFEANGNLIAPMYAFALSRGFGSGIITSNASMHECNTKCQTPLGAINSSLPYQNIHPVTIGECPKYVRSAKLRMVTGLRNIPSIQSRGLFGAIAGFIEGGWTGMIDGWYGYHHQNEQGSGYAADQKSTQNAINGITNKVNTVIEKMNIQFTAVGKEFNKLEKRMENLNKKVDDGFLDIWTYNAELLVLLENERTLDFHDSNVKNLYEKVKSQLKNNAKEIGNGCFEFYHKCDNECMESVRNGTY.... The pIC50 is 5.1.